From a dataset of hERG potassium channel inhibition data for cardiac toxicity prediction from Karim et al.. Regression/Classification. Given a drug SMILES string, predict its toxicity properties. Task type varies by dataset: regression for continuous values (e.g., LD50, hERG inhibition percentage) or binary classification for toxic/non-toxic outcomes (e.g., AMES mutagenicity, cardiotoxicity, hepatotoxicity). Dataset: herg_karim. (1) The drug is COC1COCCC1N[C@@H]1C[C@H]2C[C@H](F)C[C@@]2(C(=O)N2CCc3ncc(C(F)(F)F)cc3C2)C1. The result is 0 (non-blocker). (2) The molecule is Cc1nc(C)c(-c2csc(Nc3ccc(C(=O)N4C5COCC4CC(=O)C5)cn3)n2)s1. The result is 0 (non-blocker). (3) The compound is CNC(=O)[C@@]12C[C@@H]1[C@@H](n1cnc3c(NC)nc(C#Cc4ccc(F)c(F)c4)nc31)[C@H](O)[C@@H]2O. The result is 0 (non-blocker).